From a dataset of Buchwald-Hartwig C-N cross coupling reaction yields with 55,370 reactions. Predict the reaction yield, written as a fraction of the theoretical maximum amount of product (1.0 means a 100% yield; for example, 0.34 means a 34% yield). (1) The reactants are CCc1ccc(Br)cc1.Cc1ccc(N)cc1.O=S(=O)(O[Pd]1c2ccccc2-c2ccccc2N~1)C(F)(F)F.CC(C)c1cc(C(C)C)c(-c2ccccc2P(C2CCCCC2)C2CCCCC2)c(C(C)C)c1.CN1CCCN2CCCN=C12.Cc1cc(-n2cccc2)no1. No catalyst specified. The product is CCc1ccc(Nc2ccc(C)cc2)cc1. The yield is 0.287. (2) The reactants are Brc1cccnc1.Cc1ccc(N)cc1.O=S(=O)(O[Pd]1c2ccccc2-c2ccccc2N~1)C(F)(F)F.COc1ccc(OC)c(P(C(C)(C)C)C(C)(C)C)c1-c1c(C(C)C)cc(C(C)C)cc1C(C)C.CN(C)C(=NC(C)(C)C)N(C)C.Fc1cccc(F)c1-c1ccno1. No catalyst specified. The product is Cc1ccc(Nc2cccnc2)cc1. The yield is 0.421. (3) The reactants are CCc1ccc(I)cc1.Cc1ccc(N)cc1.O=S(=O)(O[Pd]1c2ccccc2-c2ccccc2N~1)C(F)(F)F.COc1ccc(OC)c(P([C@]23C[C@H]4C[C@H](C[C@H](C4)C2)C3)[C@]23C[C@H]4C[C@H](C[C@H](C4)C2)C3)c1-c1c(C(C)C)cc(C(C)C)cc1C(C)C.CN(C)C(=NC(C)(C)C)N(C)C.c1ccc(CN(Cc2ccccc2)c2ccno2)cc1. No catalyst specified. The product is CCc1ccc(Nc2ccc(C)cc2)cc1. The yield is 0.593. (4) The reactants are Ic1cccnc1.Cc1ccc(N)cc1.O=S(=O)(O[Pd]1c2ccccc2-c2ccccc2N~1)C(F)(F)F.CC(C)c1cc(C(C)C)c(-c2ccccc2P(C(C)(C)C)C(C)(C)C)c(C(C)C)c1.CN(C)C(=NC(C)(C)C)N(C)C.COC(=O)c1cc(-c2cccs2)on1. No catalyst specified. The product is Cc1ccc(Nc2cccnc2)cc1. The yield is 0.651. (5) The reactants are CCc1ccc(Cl)cc1.Cc1ccc(N)cc1.O=S(=O)(O[Pd]1c2ccccc2-c2ccccc2N~1)C(F)(F)F.CC(C)c1cc(C(C)C)c(-c2ccccc2P(C2CCCCC2)C2CCCCC2)c(C(C)C)c1.CCN=P(N=P(N(C)C)(N(C)C)N(C)C)(N(C)C)N(C)C.c1ccc2oncc2c1. No catalyst specified. The product is CCc1ccc(Nc2ccc(C)cc2)cc1. The yield is 0.0882.